This data is from CYP3A4 inhibition data for predicting drug metabolism from PubChem BioAssay. The task is: Regression/Classification. Given a drug SMILES string, predict its absorption, distribution, metabolism, or excretion properties. Task type varies by dataset: regression for continuous measurements (e.g., permeability, clearance, half-life) or binary classification for categorical outcomes (e.g., BBB penetration, CYP inhibition). Dataset: cyp3a4_veith. (1) The molecule is CCCCn1c(N)c(C(=O)NCc2cccs2)c2nc3ccccc3nc21. The result is 0 (non-inhibitor). (2) The drug is CCN(CC)S(=O)(=O)c1ccc(OC)c(NC(=O)c2cc([N+](=O)[O-])ccc2Cl)c1. The result is 1 (inhibitor). (3) The compound is OC[C@@H]1O[C@@H](n2cnc3c(NC4CCCCC4)ncnc32)[C@@H](O)[C@H]1O. The result is 0 (non-inhibitor). (4) The compound is CCn1c(Cc2ccccc2)nnc1SCC(=O)NC(C)(C)C. The result is 1 (inhibitor). (5) The drug is COc1ccccc1CN1CCC2(CCNCC2)CC1. The result is 0 (non-inhibitor). (6) The drug is C=CCN(CC=C)C(=S)NC(=O)c1ccc(OC)c(Br)c1. The result is 1 (inhibitor). (7) The molecule is CCNC(=O)NC1(C(=O)Nc2ccc3c(c2)OCCO3)CCCCC1. The result is 0 (non-inhibitor). (8) The drug is COc1ccc(NC(=O)c2ccc(C(=O)c3cc(OC)ccc3OC)cc2)cc1. The result is 0 (non-inhibitor). (9) The compound is CCNc1ncc2nc(-c3cc(F)cc(F)c3)c(=O)n(-c3ccc(OC)cc3)c2n1. The result is 1 (inhibitor). (10) The molecule is O=C(Nc1ccc(Cl)cc1)OCc1cc(-c2ccccc2Cl)on1. The result is 0 (non-inhibitor).